From a dataset of Full USPTO retrosynthesis dataset with 1.9M reactions from patents (1976-2016). Predict the reactants needed to synthesize the given product. (1) Given the product [NH2:1][C:2]1[CH:3]=[C:4]([CH:17]=[CH:18][CH:19]=1)[CH2:5][C:7]1[CH:15]=[C:14]2[C:10]([CH2:11][C:12](=[O:16])[NH:13]2)=[CH:9][CH:8]=1, predict the reactants needed to synthesize it. The reactants are: [NH2:1][C:2]1[CH:3]=[C:4]([CH:17]=[CH:18][CH:19]=1)[C:5]([C:7]1[CH:15]=[C:14]2[C:10]([CH2:11][C:12](=[O:16])[NH:13]2)=[CH:9][CH:8]=1)=O.C(O)(C(F)(F)F)=O.C([SiH](CC)CC)C. (2) Given the product [OH:20][C:17]1[CH:18]=[CH:19][C:12]([OH:11])=[C:13]([C:14]2[NH:1][N:2]=[C:3]([C:5]3[CH:10]=[N:9][CH:8]=[CH:7][N:6]=3)[N:4]=2)[CH:16]=1, predict the reactants needed to synthesize it. The reactants are: [NH2:1][NH:2][C:3]([C:5]1[CH:10]=[N:9][CH:8]=[CH:7][N:6]=1)=[NH:4].[OH:11][C:12]1[CH:19]=[CH:18][C:17]([OH:20])=[CH:16][C:13]=1[CH:14]=O. (3) Given the product [C:20]1([C:13]2[C:14]3[C:19](=[CH:18][CH:17]=[CH:16][CH:15]=3)[C:10]([NH:9][C:6]3[CH:5]=[CH:4][C:3]([OH:2])=[N:8][CH:7]=3)=[N:11][N:12]=2)[CH:25]=[CH:24][CH:23]=[CH:22][CH:21]=1, predict the reactants needed to synthesize it. The reactants are: C[O:2][C:3]1[N:8]=[CH:7][C:6]([NH:9][C:10]2[C:19]3[C:14](=[CH:15][CH:16]=[CH:17][CH:18]=3)[C:13]([C:20]3[CH:25]=[CH:24][CH:23]=[CH:22][CH:21]=3)=[N:12][N:11]=2)=[CH:5][CH:4]=1.Br.C(O)(=O)C.[OH-].[Na+]. (4) Given the product [CH3:1][N:2]1[CH2:3][CH2:4][N:5]([C:8]2[CH:14]=[CH:13][C:11]([NH:12][CH:18]=[C:19]([C:20]([O:22][CH2:23][CH3:24])=[O:21])[C:25]([O:27][CH2:28][CH3:29])=[O:26])=[CH:10][CH:9]=2)[CH2:6][CH2:7]1, predict the reactants needed to synthesize it. The reactants are: [CH3:1][N:2]1[CH2:7][CH2:6][N:5]([C:8]2[CH:14]=[CH:13][C:11]([NH2:12])=[CH:10][CH:9]=2)[CH2:4][CH2:3]1.C(O[CH:18]=[C:19]([C:25]([O:27][CH2:28][CH3:29])=[O:26])[C:20]([O:22][CH2:23][CH3:24])=[O:21])C. (5) The reactants are: C([O:8][CH2:9][CH2:10][CH:11]1[CH2:16][CH2:15][C:14]([CH3:18])(O)[CH:13]([CH2:19][CH3:20])[CH2:12]1)C1C=CC=CC=1.C(Cl)(=O)C(Cl)=O.CS(C)=O.CCN(CC)CC. Given the product [CH2:19]([C:13]1[CH2:12][CH:11]([CH2:10][CH:9]=[O:8])[CH2:16][CH2:15][C:14]=1[CH3:18])[CH3:20], predict the reactants needed to synthesize it. (6) Given the product [N:10]1[CH:15]=[CH:14][C:13]([C:2]2[S:3][C:4]([C:7](=[O:9])[CH3:8])=[CH:5][CH:6]=2)=[CH:12][CH:11]=1, predict the reactants needed to synthesize it. The reactants are: Br[C:2]1[S:3][C:4]([C:7](=[O:9])[CH3:8])=[CH:5][CH:6]=1.[N:10]1[CH:15]=[CH:14][C:13](B(O)O)=[CH:12][CH:11]=1.O1CCOCC1.O.C(=O)([O-])[O-].[Cs+].[Cs+]. (7) Given the product [CH3:11][O:12][C:13]1[CH:14]=[C:15]2[C:20](=[CH:21][CH:22]=1)[CH:19]=[C:18]([O:23][CH2:25][C:26]1([C:37]([O:39][CH2:40][CH3:41])=[O:38])[CH2:29][N:28]([C:30]([O:32][C:33]([CH3:34])([CH3:35])[CH3:36])=[O:31])[CH2:27]1)[CH:17]=[CH:16]2, predict the reactants needed to synthesize it. The reactants are: CS(C)=O.C(=O)([O-])[O-].[K+].[K+].[CH3:11][O:12][C:13]1[CH:14]=[C:15]2[C:20](=[CH:21][CH:22]=1)[CH:19]=[C:18]([OH:23])[CH:17]=[CH:16]2.I[CH2:25][C:26]1([C:37]([O:39][CH2:40][CH3:41])=[O:38])[CH2:29][N:28]([C:30]([O:32][C:33]([CH3:36])([CH3:35])[CH3:34])=[O:31])[CH2:27]1.